Task: Predict the product of the given reaction.. Dataset: Forward reaction prediction with 1.9M reactions from USPTO patents (1976-2016) Given the reactants [N:1]1[CH:2]=[CH:3][N:4]2[CH:9]=[CH:8][C:7]([CH2:10][NH:11][C:12]([C:14]3[S:15][C:16]([C:19]4[CH:20]=[N:21][N:22]([CH2:24][C:25]5([CH3:31])[CH2:30][CH2:29][NH:28][CH2:27][CH2:26]5)[CH:23]=4)=[CH:17][CH:18]=3)=[O:13])=[CH:6][C:5]=12.Br[CH2:33][CH2:34][N:35]1[CH2:40][CH2:39][N:38](C(OC(C)(C)C)=O)[CH2:37][CH2:36]1.C(N(CC)C(C)C)(C)C, predict the reaction product. The product is: [N:1]1[CH:2]=[CH:3][N:4]2[CH:9]=[CH:8][C:7]([CH2:10][NH:11][C:12]([C:14]3[S:15][C:16]([C:19]4[CH:20]=[N:21][N:22]([CH2:24][C:25]5([CH3:31])[CH2:30][CH2:29][N:28]([CH2:33][CH2:34][N:35]6[CH2:40][CH2:39][NH:38][CH2:37][CH2:36]6)[CH2:27][CH2:26]5)[CH:23]=4)=[CH:17][CH:18]=3)=[O:13])=[CH:6][C:5]=12.